This data is from Retrosynthesis with 50K atom-mapped reactions and 10 reaction types from USPTO. The task is: Predict the reactants needed to synthesize the given product. Given the product COc1ccc(C(=O)Nc2c(Cl)cncc2Cl)c2c1OCC2CC(=O)Nc1ccccc1, predict the reactants needed to synthesize it. The reactants are: COc1ccc(C(=O)Nc2c(Cl)cncc2Cl)c2c1OCC2CC(=O)O.Nc1ccccc1.